This data is from CYP2D6 inhibition data for predicting drug metabolism from PubChem BioAssay. The task is: Regression/Classification. Given a drug SMILES string, predict its absorption, distribution, metabolism, or excretion properties. Task type varies by dataset: regression for continuous measurements (e.g., permeability, clearance, half-life) or binary classification for categorical outcomes (e.g., BBB penetration, CYP inhibition). Dataset: cyp2d6_veith. (1) The molecule is O=C1CC(c2ccc3c(c2)OCO3)Sc2nc3ccccc3n21. The result is 1 (inhibitor). (2) The result is 0 (non-inhibitor). The molecule is COc1ccc(N2C(=O)CCC(C(=O)O)C2c2ccc(F)cc2)cc1.